From a dataset of Peptide-MHC class I binding affinity with 185,985 pairs from IEDB/IMGT. Regression. Given a peptide amino acid sequence and an MHC pseudo amino acid sequence, predict their binding affinity value. This is MHC class I binding data. (1) The peptide sequence is KLSHSDYEY. The MHC is HLA-A30:01 with pseudo-sequence HLA-A30:01. The binding affinity (normalized) is 0.0667. (2) The peptide sequence is YPKCDLVEL. The MHC is HLA-A02:01 with pseudo-sequence HLA-A02:01. The binding affinity (normalized) is 0.0847.